From a dataset of Forward reaction prediction with 1.9M reactions from USPTO patents (1976-2016). Predict the product of the given reaction. The product is: [Si:1]([O:18][CH2:19][C@H:20]1[C@@H:24]([F:25])[CH2:23][C@H:22]([OH:26])[C@@H:21]1[CH2:27]/[CH:28]=[CH:29]\[CH2:30][CH2:31][CH2:32][C:33]([O:35][CH:44]([CH3:45])[CH3:43])=[O:34])([C:14]([CH3:15])([CH3:16])[CH3:17])([C:8]1[CH:9]=[CH:10][CH:11]=[CH:12][CH:13]=1)[C:2]1[CH:3]=[CH:4][CH:5]=[CH:6][CH:7]=1. Given the reactants [Si:1]([O:18][CH2:19][C@H:20]1[C@@H:24]([F:25])[CH2:23][C@H:22]([OH:26])[C@@H:21]1[CH2:27]/[CH:28]=[CH:29]\[CH2:30][CH2:31][CH2:32][C:33]([OH:35])=[O:34])([C:14]([CH3:17])([CH3:16])[CH3:15])([C:8]1[CH:13]=[CH:12][CH:11]=[CH:10][CH:9]=1)[C:2]1[CH:7]=[CH:6][CH:5]=[CH:4][CH:3]=1.C(=O)([O-])[O-].[Cs+].[Cs+].I[CH2:43][CH2:44][CH3:45].OS([O-])(=O)=O.[K+], predict the reaction product.